From a dataset of Full USPTO retrosynthesis dataset with 1.9M reactions from patents (1976-2016). Predict the reactants needed to synthesize the given product. (1) Given the product [CH3:16][CH2:17][C:18]([NH:15][CH2:14][CH2:13][C@H:11]1[C:12]2[C:2]3[CH2:1][CH2:5][O:4][C:3]=3[CH:6]=[CH:7][C:8]=2[CH2:9][CH2:10]1)=[O:19], predict the reactants needed to synthesize it. The reactants are: [CH2:1]1[CH2:5][O:4][C:3]2[CH:6]=[CH:7][C:8]3[CH2:9][CH2:10][CH:11]([CH2:13][CH2:14][NH2:15])[C:12]=3[C:2]1=2.[CH2:16]1C[O:19][C:18]2C=CC3CCC(=CCN)C=3[C:17]1=2. (2) Given the product [Br:1][C:2]1[CH:7]=[C:6]([F:8])[CH:5]=[CH:4][C:3]=1[CH:9]1[N:10]=[C:11]([C:22]2[S:23][CH:24]=[CH:25][N:26]=2)[NH:12][C:13]([CH2:20][N:30]2[CH2:31][CH2:32][O:33][C:28]([CH3:27])([CH3:37])[C@H:29]2[C:34]([OH:36])=[O:35])=[C:14]1[C:15]([O:17][CH2:18][CH3:19])=[O:16], predict the reactants needed to synthesize it. The reactants are: [Br:1][C:2]1[CH:7]=[C:6]([F:8])[CH:5]=[CH:4][C:3]=1[CH:9]1[C:14]([C:15]([O:17][CH2:18][CH3:19])=[O:16])=[C:13]([CH2:20]Br)[NH:12][C:11]([C:22]2[S:23][CH:24]=[CH:25][N:26]=2)=[N:10]1.[CH3:27][C:28]1([CH3:37])[O:33][CH2:32][CH2:31][NH:30][C@@H:29]1[C:34]([OH:36])=[O:35].C(=O)([O-])[O-].[K+].[K+]. (3) Given the product [Cl:1][C:2]1[N:7]=[C:6]([C:8]([N:25]([CH3:26])[C:22]2[CH:21]=[CH:20][C:19]([CH2:18][N:16]3[CH2:15][CH2:14][N:13]([C:27]([O:29][C:30]([CH3:32])([CH3:31])[CH3:33])=[O:28])[C@@H:12]([CH3:11])[CH2:17]3)=[CH:24][CH:23]=2)=[O:9])[CH:5]=[CH:4][CH:3]=1, predict the reactants needed to synthesize it. The reactants are: [Cl:1][C:2]1[N:7]=[C:6]([C:8](Cl)=[O:9])[CH:5]=[CH:4][CH:3]=1.[CH3:11][C@H:12]1[CH2:17][N:16]([CH2:18][C:19]2[CH:24]=[CH:23][C:22]([NH:25][CH3:26])=[CH:21][CH:20]=2)[CH2:15][CH2:14][N:13]1[C:27]([O:29][C:30]([CH3:33])([CH3:32])[CH3:31])=[O:28].C(N(CC)CC)C. (4) Given the product [CH2:10]([O:7][C:6](=[O:8])[CH2:5][S:2]([CH3:1])(=[O:4])=[O:3])[CH3:11], predict the reactants needed to synthesize it. The reactants are: [CH3:1][S:2]([CH2:5][C:6]([OH:8])=[O:7])(=[O:4])=[O:3].Cl.[CH2:10](O)[CH3:11]. (5) The reactants are: [Cl:1][C:2]1[C:3]([N:26]2[CH:30]=[C:29]([CH:31]=O)[C:28]([CH3:33])=[N:27]2)=[N:4][C:5]([NH:8][C:9]2[CH:14]=[C:13]([N+:15]([O-])=O)[C:12]([N:18]3[CH2:23][CH2:22][O:21][CH2:20][CH2:19]3)=[CH:11][C:10]=2[O:24][CH3:25])=[N:6][CH:7]=1.[CH3:34][NH:35][CH3:36]. Given the product [Cl:1][C:2]1[C:3]([N:26]2[CH:30]=[C:29]([CH2:31][N:35]([CH3:36])[CH3:34])[C:28]([CH3:33])=[N:27]2)=[N:4][C:5]([NH:8][C:9]2[C:10]([O:24][CH3:25])=[CH:11][C:12]([N:18]3[CH2:23][CH2:22][O:21][CH2:20][CH2:19]3)=[C:13]([NH:15][C:10](=[O:24])[CH:9]=[CH2:14])[CH:14]=2)=[N:6][CH:7]=1, predict the reactants needed to synthesize it. (6) Given the product [Cl:1][C:2]1[N:7]=[C:6]([NH:8][CH3:9])[N:5]=[C:4]([N:10]2[CH2:15][CH2:14][CH:13]([C:16]([OH:18])=[O:17])[CH2:12][CH2:11]2)[N:3]=1, predict the reactants needed to synthesize it. The reactants are: [Cl:1][C:2]1[N:7]=[C:6]([NH:8][CH3:9])[N:5]=[C:4]([N:10]2[CH2:15][CH2:14][CH:13]([C:16]([O:18]CC)=[O:17])[CH2:12][CH2:11]2)[N:3]=1.O.[OH-].[Li+].O.CO. (7) Given the product [N:37]1([CH2:2][CH2:3][CH2:4][N:5]2[C:13]3[C:8](=[CH:9][C:10]([N:14]4[CH:19]=[CH:18][C:17]([C:20]5[CH:25]=[CH:24][C:23]([C:26]([F:29])([F:28])[F:27])=[CH:22][CH:21]=5)=[CH:16][C:15]4=[O:30])=[CH:11][CH:12]=3)[CH:7]=[N:6]2)[CH2:41][CH2:40][CH2:39][CH2:38]1, predict the reactants needed to synthesize it. The reactants are: Cl[CH2:2][CH2:3][CH2:4][N:5]1[C:13]2[C:8](=[CH:9][C:10]([N:14]3[CH:19]=[CH:18][C:17]([C:20]4[CH:25]=[CH:24][C:23]([C:26]([F:29])([F:28])[F:27])=[CH:22][CH:21]=4)=[CH:16][C:15]3=[O:30])=[CH:11][CH:12]=2)[CH:7]=[N:6]1.C([O-])([O-])=O.[K+].[K+].[NH:37]1[CH2:41][CH2:40][CH2:39][CH2:38]1. (8) The reactants are: [Br:1][C:2]1[CH:3]=[C:4]2[C:9](=[C:10]([CH3:12])[CH:11]=1)[N:8]=[CH:7][CH:6]=[C:5]2O.P(Cl)(Cl)([Cl:16])=O.[OH-].[NH4+]. Given the product [Br:1][C:2]1[CH:3]=[C:4]2[C:9](=[C:10]([CH3:12])[CH:11]=1)[N:8]=[CH:7][CH:6]=[C:5]2[Cl:16], predict the reactants needed to synthesize it. (9) Given the product [C:21]([O:20][C:18]([N:8]1[CH2:9][CH:5]([CH2:1][CH2:2][CH2:3][CH3:4])[CH2:6][C:7]1=[O:10])=[O:19])([CH3:24])([CH3:23])[CH3:22], predict the reactants needed to synthesize it. The reactants are: [CH2:1]([CH:5]1[CH2:9][NH:8][C:7](=[O:10])[CH2:6]1)[CH2:2][CH2:3][CH3:4].C(N(CC)CC)C.[C:18](O[C:18]([O:20][C:21]([CH3:24])([CH3:23])[CH3:22])=[O:19])([O:20][C:21]([CH3:24])([CH3:23])[CH3:22])=[O:19]. (10) Given the product [Cl:8][C:9]1[CH:10]=[C:11]([C:19]2[S:23][C:22]([N:24]3[C:39]([CH3:40])=[C:27]4[CH2:28][NH:29][CH2:30][CH2:31][C:26]4=[N:25]3)=[N:21][N:20]=2)[CH:12]=[CH:13][C:14]=1[O:15][CH:16]([CH3:18])[CH3:17], predict the reactants needed to synthesize it. The reactants are: FC(F)(F)C(O)=O.[Cl:8][C:9]1[CH:10]=[C:11]([C:19]2[S:23][C:22]([N:24]3[C:39]([CH3:40])=[C:27]4[CH2:28][N:29](C(OC(C)(C)C)=O)[CH2:30][CH2:31][C:26]4=[N:25]3)=[N:21][N:20]=2)[CH:12]=[CH:13][C:14]=1[O:15][CH:16]([CH3:18])[CH3:17].